The task is: Regression. Given two drug SMILES strings and cell line genomic features, predict the synergy score measuring deviation from expected non-interaction effect.. This data is from NCI-60 drug combinations with 297,098 pairs across 59 cell lines. (1) Drug 1: CC12CCC3C(C1CCC2=O)CC(=C)C4=CC(=O)C=CC34C. Drug 2: C1=CN(C(=O)N=C1N)C2C(C(C(O2)CO)O)O.Cl. Cell line: SK-MEL-5. Synergy scores: CSS=31.7, Synergy_ZIP=-2.06, Synergy_Bliss=0.771, Synergy_Loewe=-1.19, Synergy_HSA=1.77. (2) Drug 1: COC1=NC(=NC2=C1N=CN2C3C(C(C(O3)CO)O)O)N. Drug 2: CC1C(C(CC(O1)OC2CC(CC3=C2C(=C4C(=C3O)C(=O)C5=CC=CC=C5C4=O)O)(C(=O)C)O)N)O. Cell line: RXF 393. Synergy scores: CSS=50.2, Synergy_ZIP=-3.27, Synergy_Bliss=-1.93, Synergy_Loewe=-10.7, Synergy_HSA=1.88. (3) Drug 1: C1=NC(=NC(=O)N1C2C(C(C(O2)CO)O)O)N. Drug 2: CC1CCCC2(C(O2)CC(NC(=O)CC(C(C(=O)C(C1O)C)(C)C)O)C(=CC3=CSC(=N3)C)C)C. Cell line: U251. Synergy scores: CSS=52.6, Synergy_ZIP=-3.74, Synergy_Bliss=-4.00, Synergy_Loewe=-1.58, Synergy_HSA=0.659.